Dataset: Reaction yield outcomes from USPTO patents with 853,638 reactions. Task: Predict the reaction yield, written as a fraction of the theoretical maximum amount of product (1.0 means a 100% yield; for example, 0.34 means a 34% yield). The catalyst is CO.[Pd]. The yield is 1.00. The reactants are [CH3:1][O:2][C:3](=[O:39])[CH2:4][CH2:5][N:6]([C:23]1([C:28](=[O:38])[NH:29][O:30]CC2C=CC=CC=2)[CH2:27][CH2:26][CH2:25][CH2:24]1)[S:7]([C:10]1[CH:15]=[CH:14][C:13]([C:16]2[CH:21]=[CH:20][C:19]([F:22])=[CH:18][CH:17]=2)=[CH:12][CH:11]=1)(=[O:9])=[O:8]. The product is [CH3:1][O:2][C:3](=[O:39])[CH2:4][CH2:5][N:6]([S:7]([C:10]1[CH:11]=[CH:12][C:13]([C:16]2[CH:21]=[CH:20][C:19]([F:22])=[CH:18][CH:17]=2)=[CH:14][CH:15]=1)(=[O:9])=[O:8])[C:23]1([C:28](=[O:38])[NH:29][OH:30])[CH2:24][CH2:25][CH2:26][CH2:27]1.